This data is from Reaction yield outcomes from USPTO patents with 853,638 reactions. The task is: Predict the reaction yield, written as a fraction of the theoretical maximum amount of product (1.0 means a 100% yield; for example, 0.34 means a 34% yield). (1) The yield is 0.320. The reactants are [Li]C(C)(C)C.Br[C:7]1[CH:12]=[CH:11][C:10]([C:13]([F:16])([F:15])[F:14])=[CH:9][N:8]=1.[CH2:17]([O:19][C:20]([C:22]1[N:23]([C:34]2[CH:39]=[CH:38][C:37]([O:40][CH:41]([CH3:43])[CH3:42])=[CH:36][CH:35]=2)[C:24]2[C:29]([C:30]=1[S:31][CH3:32])=[CH:28][C:27](Br)=[CH:26][CH:25]=2)=[O:21])[CH3:18].[NH4+].[Cl-:45].Cl. The catalyst is CCOCC.[Cl-].[Cl-].[Zn+2].C1C=CC(P(C2C=CC=CC=2)[C-]2C=CC=C2)=CC=1.C1C=CC(P(C2C=CC=CC=2)[C-]2C=CC=C2)=CC=1.Cl[Pd]Cl.[Fe+2].[Cu]I.CN1CCCC1=O.C1COCC1. The product is [ClH:45].[CH2:17]([O:19][C:20]([C:22]1[N:23]([C:34]2[CH:35]=[CH:36][C:37]([O:40][CH:41]([CH3:42])[CH3:43])=[CH:38][CH:39]=2)[C:24]2[C:29]([C:30]=1[S:31][CH3:32])=[CH:28][C:27]([C:7]1[CH:12]=[CH:11][C:10]([C:13]([F:16])([F:15])[F:14])=[CH:9][N:8]=1)=[CH:26][CH:25]=2)=[O:21])[CH3:18]. (2) The reactants are [C:1]1([C:7](=[O:11])[CH2:8][CH2:9][CH3:10])[CH:6]=[CH:5][CH:4]=[CH:3][CH:2]=1.[Br:12]Br. The catalyst is C(OCC)C. The product is [Br:12][CH:8]([CH2:9][CH3:10])[C:7]([C:1]1[CH:6]=[CH:5][CH:4]=[CH:3][CH:2]=1)=[O:11]. The yield is 0.723. (3) The reactants are [CH2:1]([C:5]1[S:9][C:8]([NH:10][C:11](=[O:22])[C:12]2[CH:17]=[CH:16][C:15]([O:18]C)=[C:14]([O:20]C)[CH:13]=2)=[N:7][C:6]=1[C:23]1[CH:28]=[CH:27][C:26]([O:29]C)=[CH:25][CH:24]=1)[CH2:2][CH2:3][CH3:4].B(Br)(Br)Br. No catalyst specified. The product is [CH2:1]([C:5]1[S:9][C:8]([NH:10][C:11](=[O:22])[C:12]2[CH:17]=[CH:16][C:15]([OH:18])=[C:14]([OH:20])[CH:13]=2)=[N:7][C:6]=1[C:23]1[CH:24]=[CH:25][C:26]([OH:29])=[CH:27][CH:28]=1)[CH2:2][CH2:3][CH3:4]. The yield is 0.436. (4) The reactants are [Cl:1][C:2]1[CH:7]=[C:6]([N+:8]([O-:10])=[O:9])[CH:5]=[C:4]([Cl:11])[C:3]=1[N:12]1[CH:22]=[C:15]2[CH:16]=[N+:17]([O-])[CH:18]=[C:19]([F:20])[C:14]2=[N:13]1.P(Cl)(Cl)([Cl:25])=O. The catalyst is ClCCCl. The product is [Cl:25][C:16]1[C:15]2=[CH:22][N:12]([C:3]3[C:2]([Cl:1])=[CH:7][C:6]([N+:8]([O-:10])=[O:9])=[CH:5][C:4]=3[Cl:11])[N:13]=[C:14]2[C:19]([F:20])=[CH:18][N:17]=1. The yield is 0.400.